From a dataset of Full USPTO retrosynthesis dataset with 1.9M reactions from patents (1976-2016). Predict the reactants needed to synthesize the given product. (1) The reactants are: [NH:1]1[C:9]2[C:4](=[CH:5][C:6]([OH:10])=[CH:7][CH:8]=2)[CH:3]=[N:2]1.O[CH:12]1[CH2:17][CH2:16][N:15]([C:18]([O:20][C:21]([CH3:24])([CH3:23])[CH3:22])=[O:19])[CH2:14][CH2:13]1.C1(P(C2C=CC=CC=2)C2C=CC=CC=2)C=CC=CC=1.N(C(OCC)=O)=NC(OCC)=O. Given the product [NH:1]1[C:9]2[C:4](=[CH:5][C:6]([O:10][CH:12]3[CH2:17][CH2:16][N:15]([C:18]([O:20][C:21]([CH3:24])([CH3:23])[CH3:22])=[O:19])[CH2:14][CH2:13]3)=[CH:7][CH:8]=2)[CH:3]=[N:2]1, predict the reactants needed to synthesize it. (2) Given the product [F:35][C:36]1[CH:37]=[CH:38][C:39]([C:42]2[C:50]3[O:49][C:48]([NH:51][C:8](=[O:10])[CH2:7][C:1]4[CH:2]=[CH:3][CH:4]=[CH:5][CH:6]=4)=[N:47][C:46]=3[C:45]([O:52][CH3:53])=[CH:44][CH:43]=2)=[CH:40][CH:41]=1, predict the reactants needed to synthesize it. The reactants are: [C:1]1([CH2:7][C:8]([OH:10])=O)[CH:6]=[CH:5][CH:4]=[CH:3][CH:2]=1.CN(C(ON1N=NC2C=CC=NC1=2)=[N+](C)C)C.F[P-](F)(F)(F)(F)F.[F:35][C:36]1[CH:41]=[CH:40][C:39]([C:42]2[C:50]3[O:49][C:48]([NH2:51])=[N:47][C:46]=3[C:45]([O:52][CH3:53])=[CH:44][CH:43]=2)=[CH:38][CH:37]=1. (3) The reactants are: [Si:1]([N:8]1[C:16]2[C:11](=[C:12]([C:17]3[N:26]=[CH:25][C:24]4[NH:23][CH2:22][CH:21]5[CH2:27][O:28][CH2:29][CH2:30][N:20]5[C:19]=4[N:18]=3)[CH:13]=[CH:14][CH:15]=2)[CH:10]=[CH:9]1)([C:4]([CH3:7])([CH3:6])[CH3:5])([CH3:3])[CH3:2].[CH3:31][O:32][C:33]1[CH:38]=[CH:37][C:36]([CH2:39][C:40](Cl)=[O:41])=[CH:35][CH:34]=1.C(N(CC)CC)C. Given the product [Si:1]([N:8]1[C:16]2[C:11](=[C:12]([C:17]3[N:26]=[CH:25][C:24]4[N:23]([C:40](=[O:41])[CH2:39][C:36]5[CH:37]=[CH:38][C:33]([O:32][CH3:31])=[CH:34][CH:35]=5)[CH2:22][CH:21]5[CH2:27][O:28][CH2:29][CH2:30][N:20]5[C:19]=4[N:18]=3)[CH:13]=[CH:14][CH:15]=2)[CH:10]=[CH:9]1)([C:4]([CH3:7])([CH3:6])[CH3:5])([CH3:3])[CH3:2], predict the reactants needed to synthesize it. (4) Given the product [C:11]([O:10][C:8]([N:6]1[CH2:7][CH:2]([F:1])[CH2:3][CH:4]([C:15]([OH:17])=[O:16])[CH2:5]1)=[O:9])([CH3:14])([CH3:12])[CH3:13], predict the reactants needed to synthesize it. The reactants are: [F:1][CH:2]1[CH2:7][N:6]([C:8]([O:10][C:11]([CH3:14])([CH3:13])[CH3:12])=[O:9])[CH2:5][CH:4]([C:15]([O:17]C)=[O:16])[CH2:3]1.[OH-].[Na+].Cl. (5) Given the product [NH2:35][S:32]([C:27]1[C:26]([NH:25][C:19]([C:10]2[C:9](=[O:24])[N:8]([CH2:1][C:2]3[CH:7]=[CH:6][CH:5]=[CH:4][CH:3]=3)[C:37]3[C:42]([C:11]=2[OH:18])=[CH:41][CH:40]=[CH:39][CH:38]=3)=[O:20])=[CH:31][CH:30]=[CH:29][N:28]=1)(=[O:34])=[O:33], predict the reactants needed to synthesize it. The reactants are: [CH2:1]([N:8]1C2C(=CC=CN=2)[C:11]([OH:18])=[C:10]([C:19](OCC)=[O:20])[C:9]1=[O:24])[C:2]1[CH:7]=[CH:6][CH:5]=[CH:4][CH:3]=1.[NH2:25][C:26]1[C:27]([S:32]([NH2:35])(=[O:34])=[O:33])=[N:28][CH:29]=[CH:30][CH:31]=1.N[C:37]1[CH:42]=[CH:41][C:40](Br)=[CH:39][C:38]=1S(N)(=O)=O. (6) Given the product [Cl:1][C:2]1[N:6]2[N:7]=[C:8]([O:12][CH2:13][CH3:14])[CH:9]=[CH:10][C:5]2=[N:4][N:3]=1, predict the reactants needed to synthesize it. The reactants are: [Cl:1][C:2]1[N:6]2[N:7]=[C:8](Cl)[CH:9]=[CH:10][C:5]2=[N:4][N:3]=1.[O-:12][CH2:13][CH3:14].[Na+].